This data is from Drug-target binding data from BindingDB using IC50 measurements. The task is: Regression. Given a target protein amino acid sequence and a drug SMILES string, predict the binding affinity score between them. We predict pIC50 (pIC50 = -log10(IC50 in M); higher means more potent). Dataset: bindingdb_ic50. (1) The compound is CC(Cc1ccc(O)c(O)c1)C(C)Cc1ccc(O)c(O)c1. The target is SSSEEGLTCRGIPNSISI. The pIC50 is 4.5. (2) The compound is Cc1cc(C)cc(C(CC(C)C)NC(=O)c2cc(COc3ccc(Cl)cc3)ccc2CCC(=O)O)c1. The target protein (P30557) has sequence MASMWAPEHSAEAHSNLSSTTDDCGSVSVAFPITMMVTGFVGNALAMLLVSRSYRRRESKRKKSFLLCIGWLALTDLVGQLLTSPVVILVYLSQRRWEQLDPSGRLCTFFGLTMTVFGLSSLLVASAMAVERALAIRAPHWYASHMKTRATPVLLGVWLSVLAFALLPVLGVGRYSVQWPGTWCFISTGPAGNETDPAREPGSVAFASAFACLGLLALVVTFACNLATIKALVSRCRAKAAVSQSSAQWGRITTETAIQLMGIMCVLSVCWSPLLIMMLKMIFNQMSVEQCKTQMGKEKECNSFLIAVRLASLNQILDPWVYLLLRKILLRKFCQIRDHTNYASSSTSLPCPGSSALMWSDQLER. The pIC50 is 7.5. (3) The compound is COc1cc(/C=C(\C#N)c2ccccn2)ccc1OCc1ccccc1. The pIC50 is 4.2. The target protein (O14672) has sequence MVLLRVLILLLSWAAGMGGQYGNPLNKYIRHYEGLSYNVDSLHQKHQRAKRAVSHEDQFLRLDFHAHGRHFNLRMKRDTSLFSDEFKVETSNKVLDYDTSHIYTGHIYGEEGSFSHGSVIDGRFEGFIQTRGGTFYVEPAERYIKDRTLPFHSVIYHEDDINYPHKYGPQGGCADHSVFERMRKYQMTGVEEVTQIPQEEHAANGPELLRKKRTTSAEKNTCQLYIQTDHLFFKYYGTREAVIAQISSHVKAIDTIYQTTDFSGIRNISFMVKRIRINTTADEKDPTNPFRFPNIGVEKFLELNSEQNHDDYCLAYVFTDRDFDDGVLGLAWVGAPSGSSGGICEKSKLYSDGKKKSLNTGIITVQNYGSHVPPKVSHITFAHEVGHNFGSPHDSGTECTPGESKNLGQKENGNYIMYARATSGDKLNNNKFSLCSIRNISQVLEKKRNNCFVESGQPICGNGMVEQGEECDCGYSDQCKDECCFDANQPEGRKCKLKPG.... (4) The compound is COC(=O)c1ccc(COC(=O)C2=CSC3CC(=O)N23)cc1. The target protein (P00803) has sequence MANMFALILVIATLVTGILWCVDKFFFAPKRRERQAAAQAAAGDSLDKATLKKVAPKPGWLETGASVFPVLAIVLIVRSFIYEPFQIPSGSMMPTLLIGDFILVEKFAYGIKDPIYQKTLIETGHPKRGDIVVFKYPEDPKLDYIKRAVGLPGDKVTYDPVSKELTIQPGCSSGQACENALPVTYSNVEPSDFVQTFSRRNGGEATSGFFEVPKNETKENGIRLSERKETLGDVTHRILTVPIAQDQVGMYYQQPGQQLATWIVPPGQYFMMGDNRDNSADSRYWGFVPEANLVGRATAIWMSFDKQEGEWPTGLRLSRIGGIH. The pIC50 is 5.5. (5) The target protein sequence is TYKYLQKPMYEVQWKVVEEINGNNYVYIDPTQLPYDHKWEFPRNRLSFGKTLGAGAFGKVVEATAYGLIKSDAAMTVAVKMLKPSAHLTEREALMSELKVLSYLGNHMNIVNLLGACTIGGPTLVITEYCCYGDLLNFLRRKRDSFICSKQEDHAEAALYKNLLHSKESSCSDSTNEYMDMKPGVSYVVPTKADKRRSVRIGSYIERDVTPAIMEDDELALDLEDLLSFSYQVAKGMAFLASKNCIHRDLAARNILLTHGRITKICDFGLARDIKNDSNYVVKGNARLPVKWMAPESIFNCVYTFESDVWSYGIFLWELFSLGSSPYPGMPVDSKFYKMIKEGFRMLSPEHAPAEMYDIMKTCWDADPLKRPTFKQIVQLIEKQISESTNHIYSNLANCSPNRQKPVVDHSVRINSVGSTASSSQPLLVHDDV. The compound is CN1CCN(c2ccc(C(=O)Nc3n[nH]c4cc(OCCOCc5ccc(C(F)(F)F)cc5)ccc34)cc2)CC1. The pIC50 is 7.3. (6) The compound is COc1ccc(C(=O)N(Cc2cnc(-c3ccccc3)[nH]2)C2CCCCC2)cc1. The target protein (Q9Y345) has sequence MDCSAPKEMNKLPANSPEAAAAQGHPDGPCAPRTSPEQELPAAAAPPPPRVPRSASTGAQTFQSADARACEAERPGVGSCKLSSPRAQAASAALRDLREAQGAQASPPPGSSGPGNALHCKIPFLRGPEGDANVSVGKGTLERNNTPVVGWVNMSQSTVVLATDGITSVLPGSVATVATQEDEQGDENKARGNWSSKLDFILSMVGYAVGLGNVWRFPYLAFQNGGGAFLIPYLMMLALAGLPIFFLEVSLGQFASQGPVSVWKAIPALQGCGIAMLIISVLIAIYYNVIICYTLFYLFASFVSVLPWGSCNNPWNTPECKDKTKLLLDSCVISDHPKIQIKNSTFCMTAYPNVTMVNFTSQANKTFVSGSEEYFKYFVLKISAGIEYPGEIRWPLALCLFLAWVIVYASLAKGIKTSGKVVYFTATFPYVVLVILLIRGVTLPGAGAGIWYFITPKWEKLTDATVWKDAATQIFFSLSAAWGGLITLSSYNKFHNNCYR.... The pIC50 is 5.2. (7) The target protein sequence is APITAYAQQTRGLLGCIITSLTGRDKNQVEGEVQIVSTATQTFLATCINGVCWTVYHGAGTRTIASPKGPVIQTYTNVDQDLVGWPAPQGSRSLTPCTCGSSDLYLVTRHADVIPVRRRGDSRGSLLSPRPISYLKGSSGGPLLCPTGHAVGLFRAAVCTRGVAKAVDFIPVENLETTMRSPVFTDNSSPPAVPQSFQVAHLHAPTGSGKSTKVPAAYAAKGYKVLVLNPSVAATLGFGAYMSKAHGVDPNIRTGVRTITTGSPITYSTYGKFLADAGCSGGAYDIIICDECHSTDATSISGIGTVLDQAETAGARLVVLATATPPGSVTVSHPNIEEVALSTTGEIPFYGKAIPLEVIKGGRHLIFCHSKKKCDELAAKLVALGINAVAYYRGLDVSVIPTSGDVVVVSTDALMTGFTGDFDSVIDCNTCVTQTVDFSLDPTFTIETTTLPQDAVSRTQRRGRTGRGKPGIYRFVAPGERPSGMFDSSVLCECYDAGCA.... The pIC50 is 8.1. The compound is CNC(=O)c1c(-c2ccc(F)cc2)oc2cc(N(C)S(C)(=O)=O)c(-c3ccc4nnn([C@H](C)c5ccc(F)cc5)c(=O)c4c3)cc12. (8) The small molecule is Cc1ccc(C(=O)NC2(O)C(=O)c3ccccc3C2=O)cc1C. The target protein sequence is MAEGERTECAEPPRDEPPADGALKRAEELKTQANDYFKAKDYENAIKFYSQAIELNPSNAIYYGNRSLAYLRTECYGYALGDATRAIELDKKYIKGYYRRAASNMALGKFRAALRDYETVVKVKPHDKDAKMKYQECNKIVKQKAFERAIAGDEHKRSVVDSLDIESMTIEDEYSGPKLEDGKVTISFMKELMQWYKDQKKLHRKCAYQILVQVKEVLSKLSTLVETTLKETEKITVCGDTHGQFYDLLNIFELNGLPSETNPYIFNGDFVDRGSFSVEVILTLFGFKLLYPDHFHLLRGNHETDNMNQIYGFEGEVKAKYTAQMYELFSEVFEWLPLAQCINGKVLIMHGGLFSEDGVTLDDIRKIERNRQPPDSGPMCDLLWSDPQPQNGRSISKRGVSCQFGPDVTKAFLEENNLDYIIRSHEVKAEGYEVAHGGRCVTVFSAPNYCDQMGNKASYIHLQGSDLRPQFHQFTAVGRPSSGS. The pIC50 is 6.1. (9) The drug is CCc1c(C(=O)C(N)=O)c2c(OC)cccn2c1Cc1ccccc1-c1ccccc1. The target protein (Q9QUL3) has sequence MKPPIALACLCLLVPLAGGNLVQFGVMIERMTGKPALQYNDYGCYCGVGGSHWPVDETDWCCHAHDCCYGRLEKLGCDPKLEKYLFSITRDNIFCAGRTACQRHTCECDKRAALCFRHNLNTYNRKYAHYPNKLCTGPTPPC. The pIC50 is 6.6. (10) The drug is O=c1nc(OCc2ccccc2[N+](=O)[O-])ccn1[C@@H]1O[C@H](COP(=O)([O-])OP(=O)([O-])OP(=O)([O-])O)[C@@H](O)[C@H]1O.[Na+].[Na+].[Na+]. The target protein (P00573) has sequence MNTINIAKNDFSDIELAAIPFNTLADHYGERLAREQLALEHESYEMGEARFRKMFERQLKAGEVADNAAAKPLITTLLPKMIARINDWFEEVKAKRGKRPTAFQFLQEIKPEAVAYITIKTTLACLTSADNTTVQAVASAIGRAIEDEARFGRIRDLEAKHFKKNVEEQLNKRVGHVYKKAFMQVVEADMLSKGLLGGEAWSSWHKEDSIHVGVRCIEMLIESTGMVSLHRQNAGVVGQDSETIELAPEYAEAIATRAGALAGISPMFQPCVVPPKPWTGITGGGYWANGRRPLALVRTHSKKALMRYEDVYMPEVYKAINIAQNTAWKINKKVLAVANVITKWKHCPVEDIPAIEREELPMKPEDIDMNPEALTAWKRAAAAVYRKDKARKSRRISLEFMLEQANKFANHKAIWFPYNMDWRGRVYAVSMFNPQGNDMTKGLLTLAKGKPIGKEGYYWLKIHGANCAGVDKVPFPERIKFIEENHENIMACAKSPLENT.... The pIC50 is 2.3.